This data is from Catalyst prediction with 721,799 reactions and 888 catalyst types from USPTO. The task is: Predict which catalyst facilitates the given reaction. (1) Reactant: Cl[C:2]1[CH:7]=[N:6][C:5]([C:8]([F:11])([F:10])[F:9])=[CH:4][N:3]=1.[CH3:12][Sn:13]([CH3:19])([CH3:18])[Sn:13]([CH3:19])([CH3:18])[CH3:12]. Product: [F:9][C:8]([F:11])([F:10])[C:5]1[CH:4]=[N:3][C:2]([Sn:13]([CH3:19])([CH3:18])[CH3:12])=[CH:7][N:6]=1. The catalyst class is: 77. (2) Reactant: [Cl:1][C:2]1[CH:7]=[CH:6][C:5]([N:8]=[C:9]=[O:10])=[CH:4][CH:3]=1.[N:11]1([C:16]2[CH:17]=[C:18]([CH:20]=[CH:21][CH:22]=2)[NH2:19])[CH:15]=[CH:14][CH:13]=[CH:12]1. Product: [Cl:1][C:2]1[CH:7]=[CH:6][C:5]([NH:8][C:9]([NH:19][C:18]2[CH:20]=[CH:21][CH:22]=[C:16]([N:11]3[CH:15]=[CH:14][CH:13]=[CH:12]3)[CH:17]=2)=[O:10])=[CH:4][CH:3]=1. The catalyst class is: 2. (3) Reactant: [CH3:1][O:2][C:3]([C:5]1[N:6]=[C:7]([O:14][C:15](=[O:17])[CH3:16])[N:8]([C:11](=[O:13])[CH3:12])[C:9]=1[CH3:10])=[O:4].[Br:18]N1C(=O)CCC1=O. Product: [CH3:1][O:2][C:3]([C:5]1[N:6]=[C:7]([O:14][C:15](=[O:17])[CH3:16])[N:8]([C:11](=[O:13])[CH3:12])[C:9]=1[CH2:10][Br:18])=[O:4]. The catalyst class is: 340. (4) Reactant: Br[C:2]1[N:3]([C:30]([O:32][C:33]([CH3:36])([CH3:35])[CH3:34])=[O:31])[C:4]([C:7]2[CH:12]=[C:11]([O:13][C:14]3[CH:19]=[CH:18][C:17]([S:20]([CH3:23])(=[O:22])=[O:21])=[CH:16][CH:15]=3)[CH:10]=[C:9]([O:24][C@@H:25]([CH3:29])[CH2:26][O:27][CH3:28])[CH:8]=2)=[CH:5][CH:6]=1.C([Sn](CCCC)(CCCC)[C:42]1[O:43][CH:44]=[CH:45][N:46]=1)CCC.O. Product: [CH3:28][O:27][CH2:26][C@H:25]([CH3:29])[O:24][C:9]1[CH:8]=[C:7]([C:4]2[N:3]([C:30]([O:32][C:33]([CH3:36])([CH3:35])[CH3:34])=[O:31])[C:2]([C:42]3[O:43][CH:44]=[CH:45][N:46]=3)=[CH:6][CH:5]=2)[CH:12]=[C:11]([O:13][C:14]2[CH:19]=[CH:18][C:17]([S:20]([CH3:23])(=[O:22])=[O:21])=[CH:16][CH:15]=2)[CH:10]=1. The catalyst class is: 741. (5) Reactant: [Cl:1][C:2]1[C:14]2[C:5](=[N:6][C:7]3[C:12]([C:13]=2Cl)=[CH:11][CH:10]=[CH:9][CH:8]=3)[O:4][CH:3]=1.[CH3:16][C:17]([C:19]1[CH:24]=[CH:23][C:22]([NH2:25])=[CH:21][CH:20]=1)=[O:18].[OH-].[Na+]. Product: [Cl:1][C:2]1[C:14]2[C:5](=[N:6][C:7]3[C:12]([C:13]=2[NH:25][C:22]2[CH:23]=[CH:24][C:19]([C:17](=[O:18])[CH3:16])=[CH:20][CH:21]=2)=[CH:11][CH:10]=[CH:9][CH:8]=3)[O:4][CH:3]=1. The catalyst class is: 811. (6) Reactant: [C:1]([O:5][C:6]([NH:8][C@H:9]1[CH2:13][C@@:12]([CH2:18][CH3:19])([C:14]([O:16]C)=[O:15])[CH:11]=[CH:10]1)=[O:7])([CH3:4])([CH3:3])[CH3:2].CO.O.O.[OH-].[Li+]. Product: [C:1]([O:5][C:6]([NH:8][C@H:9]1[CH2:13][C@@:12]([CH2:18][CH3:19])([C:14]([OH:16])=[O:15])[CH:11]=[CH:10]1)=[O:7])([CH3:4])([CH3:3])[CH3:2]. The catalyst class is: 765.